This data is from Merck oncology drug combination screen with 23,052 pairs across 39 cell lines. The task is: Regression. Given two drug SMILES strings and cell line genomic features, predict the synergy score measuring deviation from expected non-interaction effect. (1) Drug 1: O=S1(=O)NC2(CN1CC(F)(F)F)C1CCC2Cc2cc(C=CCN3CCC(C(F)(F)F)CC3)ccc2C1. Drug 2: COC1CC2CCC(C)C(O)(O2)C(=O)C(=O)N2CCCCC2C(=O)OC(C(C)CC2CCC(OP(C)(C)=O)C(OC)C2)CC(=O)C(C)C=C(C)C(O)C(OC)C(=O)C(C)CC(C)C=CC=CC=C1C. Cell line: A2058. Synergy scores: synergy=23.5. (2) Drug 1: O=S1(=O)NC2(CN1CC(F)(F)F)C1CCC2Cc2cc(C=CCN3CCC(C(F)(F)F)CC3)ccc2C1. Drug 2: NC1(c2ccc(-c3nc4ccn5c(=O)[nH]nc5c4cc3-c3ccccc3)cc2)CCC1. Cell line: SKMES1. Synergy scores: synergy=30.0. (3) Drug 1: CC1CC2C3CCC4=CC(=O)C=CC4(C)C3(F)C(O)CC2(C)C1(O)C(=O)CO. Drug 2: Cn1nnc2c(C(N)=O)ncn2c1=O. Synergy scores: synergy=-31.5. Cell line: A2058. (4) Drug 1: CS(=O)(=O)CCNCc1ccc(-c2ccc3ncnc(Nc4ccc(OCc5cccc(F)c5)c(Cl)c4)c3c2)o1. Drug 2: NC1(c2ccc(-c3nc4ccn5c(=O)[nH]nc5c4cc3-c3ccccc3)cc2)CCC1. Cell line: VCAP. Synergy scores: synergy=14.1. (5) Drug 1: NC(=O)c1cccc2cn(-c3ccc(C4CCCNC4)cc3)nc12. Drug 2: O=C(NOCC(O)CO)c1ccc(F)c(F)c1Nc1ccc(I)cc1F. Cell line: DLD1. Synergy scores: synergy=4.00. (6) Drug 1: Cn1nnc2c(C(N)=O)ncn2c1=O. Drug 2: CNC(=O)c1cc(Oc2ccc(NC(=O)Nc3ccc(Cl)c(C(F)(F)F)c3)cc2)ccn1. Cell line: LOVO. Synergy scores: synergy=-7.36.